From a dataset of Full USPTO retrosynthesis dataset with 1.9M reactions from patents (1976-2016). Predict the reactants needed to synthesize the given product. (1) The reactants are: [CH2:1]([N:3]([CH2:19][CH3:20])[CH2:4][CH2:5][N:6]1[CH2:11][CH2:10][C:9]2[NH:12][C:13]([CH:16]=O)=[C:14]([CH3:15])[C:8]=2[C:7]1=[O:18])[CH3:2].[F:21][C:22]1[CH:23]=[C:24]2[C:28](=[C:29]([NH:31][C:32](=[O:34])[CH3:33])[CH:30]=1)[NH:27][C:26](=[O:35])[CH2:25]2.NC1C=C(F)C=C2C=1NC(=O)C2. Given the product [CH2:1]([N:3]([CH2:19][CH3:20])[CH2:4][CH2:5][N:6]1[CH2:11][CH2:10][C:9]2[NH:12][C:13]([CH:16]=[C:25]3[C:24]4[C:28](=[C:29]([NH:31][C:32](=[O:34])[CH3:33])[CH:30]=[C:22]([F:21])[CH:23]=4)[NH:27][C:26]3=[O:35])=[C:14]([CH3:15])[C:8]=2[C:7]1=[O:18])[CH3:2], predict the reactants needed to synthesize it. (2) Given the product [Br-:1].[CH2:8]([O:7][C:5](=[O:6])[CH2:4][CH2:3][CH2:2][N+:11]([CH2:13][CH3:14])([CH3:12])[CH3:10])[CH3:9], predict the reactants needed to synthesize it. The reactants are: [Br:1][CH2:2][CH2:3][CH2:4][C:5]([O:7][CH2:8][CH3:9])=[O:6].[CH3:10][N:11]([CH2:13][CH3:14])[CH3:12]. (3) Given the product [C:6]1([C:2](=[O:1])[CH2:3][C:4]2[N:5]=[N:12][NH:13][N:14]=2)[CH:11]=[CH:10][CH:9]=[CH:8][CH:7]=1, predict the reactants needed to synthesize it. The reactants are: [O:1]=[C:2]([C:6]1[CH:11]=[CH:10][CH:9]=[CH:8][CH:7]=1)[CH2:3][C:4]#[N:5].[N-:12]=[N+:13]=[N-:14].[Na+].[Cl-].C([NH+](CC)CC)C. (4) Given the product [CH:10]1([N:9]([CH3:8])[CH2:2][C:3]([O:5][CH2:6][CH3:7])=[O:4])[CH2:15][CH2:14][CH2:13][CH2:12][CH2:11]1, predict the reactants needed to synthesize it. The reactants are: Br[CH2:2][C:3]([O:5][CH2:6][CH3:7])=[O:4].[CH3:8][NH:9][CH:10]1[CH2:15][CH2:14][CH2:13][CH2:12][CH2:11]1.C([O-])([O-])=O.[K+].[K+].